Dataset: Reaction yield outcomes from USPTO patents with 853,638 reactions. Task: Predict the reaction yield, written as a fraction of the theoretical maximum amount of product (1.0 means a 100% yield; for example, 0.34 means a 34% yield). (1) The reactants are [CH3:1][C:2]1[CH:7]=[C:6]([CH3:8])[CH:5]=[CH:4][N+:3]=1[O-].[C:10]([O:13]C(=O)C)(=[O:12])[CH3:11]. No catalyst specified. The product is [CH3:1][C:2]1[CH:7]=[C:6]([CH2:8][O:13][C:10](=[O:12])[CH3:11])[CH:5]=[CH:4][N:3]=1. The yield is 0.150. (2) The reactants are [C:1]([O:5][C:6]([NH:8][CH:9]([CH:13]([CH3:15])[CH3:14])[C:10]([OH:12])=O)=[O:7])([CH3:4])([CH3:3])[CH3:2].[NH2:16][CH:17]([CH3:48])[C:18]([NH:20][CH:21]([CH2:38][C:39]1[CH:44]=[C:43]([F:45])[C:42]([F:46])=[CH:41][C:40]=1[F:47])[CH2:22][C:23](=[O:37])[N:24]1[CH2:29][CH2:28][N:27]2[C:30]([C:33]([F:36])([F:35])[F:34])=[N:31][N:32]=[C:26]2[CH2:25]1)=[O:19]. The catalyst is C(Cl)Cl. The product is [C:1]([O:5][C:6](=[O:7])[NH:8][CH:9]([C:10](=[O:12])[NH:16][CH:17]([C:18](=[O:19])[NH:20][CH:21]([CH2:38][C:39]1[CH:44]=[C:43]([F:45])[C:42]([F:46])=[CH:41][C:40]=1[F:47])[CH2:22][C:23](=[O:37])[N:24]1[CH2:29][CH2:28][N:27]2[C:30]([C:33]([F:35])([F:34])[F:36])=[N:31][N:32]=[C:26]2[CH2:25]1)[CH3:48])[CH:13]([CH3:15])[CH3:14])([CH3:2])([CH3:3])[CH3:4]. The yield is 0.580. (3) The reactants are [CH2:1]([O:8][C:9]1[CH:24]=[C:23]([N:25]([CH2:31][C:32]2[CH:37]=[CH:36][C:35]([CH:38]3[CH2:43][CH2:42][CH2:41][CH2:40][CH2:39]3)=[CH:34][CH:33]=2)[C:26](=[O:30])[CH2:27][NH:28][CH3:29])[CH:22]=[CH:21][C:10]=1[C:11]([O:13][CH2:14][C:15]1[CH:20]=[CH:19][CH:18]=[CH:17][CH:16]=1)=[O:12])[C:2]1[CH:7]=[CH:6][CH:5]=[CH:4][CH:3]=1.[F:44][C:45]1[CH:50]=[CH:49][C:48]([S:51](Cl)(=[O:53])=[O:52])=[CH:47][CH:46]=1. No catalyst specified. The product is [CH2:1]([O:8][C:9]1[CH:24]=[C:23]([N:25]([CH2:31][C:32]2[CH:33]=[CH:34][C:35]([CH:38]3[CH2:43][CH2:42][CH2:41][CH2:40][CH2:39]3)=[CH:36][CH:37]=2)[C:26](=[O:30])[CH2:27][N:28]([CH3:29])[S:51]([C:48]2[CH:49]=[CH:50][C:45]([F:44])=[CH:46][CH:47]=2)(=[O:53])=[O:52])[CH:22]=[CH:21][C:10]=1[C:11]([O:13][CH2:14][C:15]1[CH:20]=[CH:19][CH:18]=[CH:17][CH:16]=1)=[O:12])[C:2]1[CH:3]=[CH:4][CH:5]=[CH:6][CH:7]=1. The yield is 0.710.